Predict the reaction yield, written as a fraction of the theoretical maximum amount of product (1.0 means a 100% yield; for example, 0.34 means a 34% yield). From a dataset of Reaction yield outcomes from USPTO patents with 853,638 reactions. (1) The reactants are [Si:1]([O:8][C:9]1[CH:10]=[CH:11][C:12]([N:18]2[C:22](=[O:23])[C:21]3=[CH:24][CH:25]=[CH:26][CH:27]=[C:20]3[C:19]2=[O:28])=[C:13]([N+:15]([O-])=O)[CH:14]=1)([C:4]([CH3:7])([CH3:6])[CH3:5])([CH3:3])[CH3:2].[H][H]. The catalyst is C(OCC)(=O)C.[Pd]. The product is [Si:1]([O:8][C:9]1[CH:10]=[CH:11][C:12]([N:18]2[C:19](=[O:28])[C:20]3=[CH:27][CH:26]=[CH:25][CH:24]=[C:21]3[C:22]2=[O:23])=[C:13]([CH:14]=1)[NH2:15])([C:4]([CH3:7])([CH3:6])[CH3:5])([CH3:3])[CH3:2]. The yield is 0.890. (2) The reactants are [OH:1][CH2:2][CH:3]1[NH:8][CH2:7][CH2:6][N:5]([C:9]([O:11][C:12]([CH3:15])([CH3:14])[CH3:13])=[O:10])[CH2:4]1.[CH3:16][O:17][C:18]1[CH:19]=[C:20]([N:24]=[C:25]=[O:26])[CH:21]=[CH:22][CH:23]=1. The catalyst is O1CCCC1. The product is [OH:1][CH2:2][CH:3]1[N:8]([C:25](=[O:26])[NH:24][C:20]2[CH:21]=[CH:22][CH:23]=[C:18]([O:17][CH3:16])[CH:19]=2)[CH2:7][CH2:6][N:5]([C:9]([O:11][C:12]([CH3:15])([CH3:14])[CH3:13])=[O:10])[CH2:4]1. The yield is 0.937. (3) The reactants are C1([CH:7]([C:14]2[CH:19]=[CH:18][CH:17]=[CH:16]C=2)[N:8]2[CH2:11][C:10]([OH:13])([CH3:12])[CH2:9]2)C=CC=CC=1.FC1C=CC([N+:27]([O-:29])=[O:28])=CC=1.C(=O)([O-])[O-].[K+].[K+].O. The catalyst is CO.CN1CCCC1=O.[OH-].[OH-].[Pd+2]. The product is [N+:27]([C:18]1[CH:19]=[CH:14][C:7]([N:8]2[CH2:9][C:10]([OH:13])([CH3:12])[CH2:11]2)=[CH:16][CH:17]=1)([O-:29])=[O:28]. The yield is 0.850. (4) The yield is 0.0860. The product is [C:35]([O:34][CH2:33][N:29]1[N:30]=[N:31][C:27]([C:25]2[CH:24]=[CH:23][N:22]=[C:21]([C:12]3[N:11]=[CH:10][N:9]([CH2:8][C:3]4[CH:4]=[CH:5][CH:6]=[CH:7][C:2]=4[Cl:1])[C:13]=3[C:14]3[CH:15]=[CH:16][C:17]([F:20])=[CH:18][CH:19]=3)[CH:26]=2)=[N:28]1)(=[O:37])[CH3:36]. The catalyst is CN(C=O)C. The reactants are [Cl:1][C:2]1[CH:7]=[CH:6][CH:5]=[CH:4][C:3]=1[CH2:8][N:9]1[C:13]([C:14]2[CH:19]=[CH:18][C:17]([F:20])=[CH:16][CH:15]=2)=[C:12]([C:21]2[CH:26]=[C:25]([C:27]3[N:28]=[N:29][NH:30][N:31]=3)[CH:24]=[CH:23][N:22]=2)[N:11]=[CH:10]1.Br[CH2:33][O:34][C:35](=[O:37])[CH3:36].CC([O-])(C)C.[K+].O.